This data is from CYP2D6 inhibition data for predicting drug metabolism from PubChem BioAssay. The task is: Regression/Classification. Given a drug SMILES string, predict its absorption, distribution, metabolism, or excretion properties. Task type varies by dataset: regression for continuous measurements (e.g., permeability, clearance, half-life) or binary classification for categorical outcomes (e.g., BBB penetration, CYP inhibition). Dataset: cyp2d6_veith. (1) The compound is O=C(O)CSCc1cccc2ccccc12. The result is 0 (non-inhibitor). (2) The drug is Cn1c(=O)c(-c2ccccc2)nc2cnc(N3CCNCC3)nc21. The result is 0 (non-inhibitor). (3) The molecule is C[C@H](CCC(=O)O)[C@H]1CC[C@@H]2[C@@H]3CC[C@H]4C[C@@H](O)CC[C@@]4(C)[C@@H]3C[C@H](O)[C@]12C. The result is 0 (non-inhibitor). (4) The compound is N[C@@H](Cn1cc(I)c(=O)[nH]c1=O)C(=O)O. The result is 0 (non-inhibitor). (5) The compound is Cc1cc(C)c(NC(=O)CSc2nnc(Cc3cccn3C)n2-c2ccc(F)cc2)c(C)c1. The result is 0 (non-inhibitor). (6) The compound is Cc1cc([N+](=O)[O-])nn1CC(=O)NNC(=S)Nc1ccc([N+](=O)[O-])cc1. The result is 0 (non-inhibitor).